From a dataset of Catalyst prediction with 721,799 reactions and 888 catalyst types from USPTO. Predict which catalyst facilitates the given reaction. (1) Reactant: Cl.[F:2][C:3]1[CH:8]=[CH:7][C:6]([CH:9]([N:13]2[CH2:18][CH2:17][CH2:16][CH2:15][CH2:14]2)[C:10]([OH:12])=[O:11])=[CH:5][CH:4]=1.[N:19]12[CH2:26][CH2:25][CH:22]([CH2:23][CH2:24]1)[C@@H:21](O)[CH2:20]2.C1CCC(N=C=NC2CCCCC2)CC1.C1C=CC2N(O)N=NC=2C=1. Product: [F:2][C:3]1[CH:4]=[CH:5][C:6]([CH:9]([N:13]2[CH2:18][CH2:17][CH2:16][CH2:15][CH2:14]2)[C:10]([O:12][C@@H:21]2[CH:22]3[CH2:25][CH2:26][N:19]([CH2:24][CH2:23]3)[CH2:20]2)=[O:11])=[CH:7][CH:8]=1. The catalyst class is: 1. (2) Reactant: [OH:1][C:2]1[CH:11]=[C:10]2[C:5]([C:6]([CH2:13][C:14]([OH:16])=[O:15])=[CH:7][C:8](=[O:12])[O:9]2)=[CH:4][CH:3]=1.[C:17](OC(=O)C)(=[O:19])[CH3:18]. Product: [C:17]([O:1][C:2]1[CH:11]=[C:10]2[C:5]([C:6]([CH2:13][C:14]([OH:16])=[O:15])=[CH:7][C:8](=[O:12])[O:9]2)=[CH:4][CH:3]=1)(=[O:19])[CH3:18]. The catalyst class is: 17. (3) Reactant: [OH:1][C@@:2]1([CH3:19])[C:7](=O)[CH2:6][C@H:5]([C:9]2[CH:14]=[CH:13][N:12]=[CH:11][C:10]=2[N+:15]([O-:17])=[O:16])[O:4][C@@H:3]1[CH3:18].[CH2:20]([NH2:27])[C:21]1[CH:26]=[CH:25][CH:24]=[CH:23][CH:22]=1.[Li+].[BH4-]. Product: [CH2:20]([NH:27][C@@H:7]1[CH2:6][C@H:5]([C:9]2[CH:14]=[CH:13][N:12]=[CH:11][C:10]=2[N+:15]([O-:17])=[O:16])[O:4][C@H:3]([CH3:18])[C@@:2]1([CH3:19])[OH:1])[C:21]1[CH:26]=[CH:25][CH:24]=[CH:23][CH:22]=1. The catalyst class is: 5.